Dataset: Peptide-MHC class I binding affinity with 185,985 pairs from IEDB/IMGT. Task: Regression. Given a peptide amino acid sequence and an MHC pseudo amino acid sequence, predict their binding affinity value. This is MHC class I binding data. (1) The peptide sequence is DVGCLLTDT. The MHC is HLA-A02:06 with pseudo-sequence HLA-A02:06. The binding affinity (normalized) is 0. (2) The peptide sequence is RTIISLNKYY. The MHC is Mamu-A02 with pseudo-sequence Mamu-A02. The binding affinity (normalized) is 0.873.